Predict the product of the given reaction. From a dataset of Forward reaction prediction with 1.9M reactions from USPTO patents (1976-2016). (1) The product is: [CH3:16][C@H:8]([NH2:7])[CH2:9][N:10]1[CH2:15][CH2:14][O:13][CH2:12][CH2:11]1. Given the reactants C(OC(=O)[NH:7][CH:8]([CH3:16])[CH2:9][N:10]1[CH2:15][CH2:14][O:13][CH2:12][CH2:11]1)(C)(C)C.Cl, predict the reaction product. (2) Given the reactants [CH:1]1([C:4]([Cl:6])=[O:5])[CH2:3][CH2:2]1.[Cl:7][C:8]1[CH:33]=[CH:32][C:11]2[N:12]3[C:16]([CH2:17][NH:18][CH2:19][C:10]=2[CH:9]=1)=[N:15][N:14]=[C:13]3[CH:20]1[CH2:25][CH2:24][N:23]([C:26]2[CH:31]=[CH:30][CH:29]=[CH:28][N:27]=2)[CH2:22][CH2:21]1, predict the reaction product. The product is: [ClH:6].[ClH:7].[Cl:7][C:8]1[CH:33]=[CH:32][C:11]2[N:12]3[C:16]([CH2:17][N:18]([C:4]([CH:1]4[CH2:3][CH2:2]4)=[O:5])[CH2:19][C:10]=2[CH:9]=1)=[N:15][N:14]=[C:13]3[CH:20]1[CH2:21][CH2:22][N:23]([C:26]2[CH:31]=[CH:30][CH:29]=[CH:28][N:27]=2)[CH2:24][CH2:25]1. (3) The product is: [Cl:20][C:3]1[CH:4]=[C:5]([C:8]2[N:12]([CH2:13][CH2:14][CH3:15])[C:11]3[CH:16]=[CH:17][CH:18]=[CH:19][C:10]=3[N:9]=2)[CH:6]=[CH:7][C:2]=1[NH:21][C:22]1[CH:23]=[N:24][C:25]([CH3:28])=[CH:26][CH:27]=1. Given the reactants Br[C:2]1[CH:7]=[CH:6][C:5]([C:8]2[N:12]([CH2:13][CH2:14][CH3:15])[C:11]3[CH:16]=[CH:17][CH:18]=[CH:19][C:10]=3[N:9]=2)=[CH:4][C:3]=1[Cl:20].[NH2:21][C:22]1[CH:23]=[N:24][C:25]([CH3:28])=[CH:26][CH:27]=1.C1C=CC(P(C2C(C3C(P(C4C=CC=CC=4)C4C=CC=CC=4)=CC=C4C=3C=CC=C4)=C3C(C=CC=C3)=CC=2)C2C=CC=CC=2)=CC=1.C([O-])([O-])=O.[K+].[K+], predict the reaction product. (4) The product is: [Cl:15][C:16]1[CH:21]=[C:20]([Cl:22])[CH:19]=[C:18]([CH3:23])[C:17]=1[S:24]([NH:13][C:11]1[S:10][CH:9]=[C:8]([C:6]2[CH:5]=[CH:4][C:3]([F:14])=[C:2]([CH3:1])[CH:7]=2)[N:12]=1)(=[O:26])=[O:25]. Given the reactants [CH3:1][C:2]1[CH:7]=[C:6]([C:8]2[N:12]=[C:11]([NH2:13])[S:10][CH:9]=2)[CH:5]=[CH:4][C:3]=1[F:14].[Cl:15][C:16]1[CH:21]=[C:20]([Cl:22])[CH:19]=[C:18]([CH3:23])[C:17]=1[S:24](Cl)(=[O:26])=[O:25], predict the reaction product. (5) The product is: [Cl:1][C:2]1[CH:7]=[CH:6][C:5]([C:17]2[S:21][N:20]=[C:19]([C:22]([F:23])([F:25])[F:24])[C:18]=2[CH2:26][O:27][C:28]2[CH:33]=[CH:32][C:31]([CH2:34][CH2:35][C:36]([OH:38])=[O:37])=[C:30]([O:41][C:42]([F:44])([F:43])[F:45])[CH:29]=2)=[CH:4][CH:3]=1. Given the reactants [Cl:1][C:2]1[CH:7]=[CH:6][C:5](B(O)O)=[CH:4][CH:3]=1.C1(C)C=CC=CC=1[C:17]1[S:21][N:20]=[C:19]([C:22]([F:25])([F:24])[F:23])[C:18]=1[CH2:26][O:27][C:28]1[CH:33]=[CH:32][C:31]([CH2:34][CH2:35][C:36]([O:38]CC)=[O:37])=[C:30]([O:41][C:42]([F:45])([F:44])[F:43])[CH:29]=1, predict the reaction product. (6) Given the reactants [CH2:1]([O:3][C:4](=[O:17])[C@H:5]([O:7][C:8]1[C:9](Cl)=[N:10][C:11]([Cl:15])=[N:12][C:13]=1[Cl:14])[CH3:6])[CH3:2].[NH:18]1[CH2:23][CH2:22][O:21][CH2:20][CH2:19]1.C(N(CC)CC)C, predict the reaction product. The product is: [CH2:1]([O:3][C:4](=[O:17])[C@H:5]([O:7][C:8]1[C:13]([Cl:14])=[N:12][C:11]([Cl:15])=[N:10][C:9]=1[N:18]1[CH2:23][CH2:22][O:21][CH2:20][CH2:19]1)[CH3:6])[CH3:2].